Predict the reaction yield, written as a fraction of the theoretical maximum amount of product (1.0 means a 100% yield; for example, 0.34 means a 34% yield). From a dataset of Reaction yield outcomes from USPTO patents with 853,638 reactions. (1) The reactants are [CH:1]1([C@@H:4]2[C@@H:9]([OH:10])[C:8](=[O:11])[CH2:7][C@H:6]([C:12]3[CH:17]=[CH:16][N:15]=[CH:14][C:13]=3[N+:18]([O-:20])=[O:19])[O:5]2)[CH2:3][CH2:2]1.[BH4-].[Na+]. The catalyst is CCO. The product is [CH:1]1([C@@H:4]2[C@@H:9]([OH:10])[C@H:8]([OH:11])[CH2:7][C@H:6]([C:12]3[CH:17]=[CH:16][N:15]=[CH:14][C:13]=3[N+:18]([O-:20])=[O:19])[O:5]2)[CH2:3][CH2:2]1. The yield is 0.460. (2) The reactants are [OH:1][C@H:2]([CH2:32][OH:33])[CH2:3][N:4]1[C:9](=[O:10])[C:8]2[C:11]([NH:18][C:19]3[CH:24]=[CH:23][C:22]([C:25]#[C:26][Si](C)(C)C)=[CH:21][C:20]=3[F:31])=[C:12]([F:17])[C:13](=[O:16])[N:14]([CH3:15])[C:7]=2[N:6]=[CH:5]1.CCCC[N+](CCCC)(CCCC)CCCC.[F-].C(Cl)Cl. The catalyst is C1COCC1. The product is [OH:1][C@H:2]([CH2:32][OH:33])[CH2:3][N:4]1[C:9](=[O:10])[C:8]2[C:11]([NH:18][C:19]3[CH:24]=[CH:23][C:22]([C:25]#[CH:26])=[CH:21][C:20]=3[F:31])=[C:12]([F:17])[C:13](=[O:16])[N:14]([CH3:15])[C:7]=2[N:6]=[CH:5]1. The yield is 0.300. (3) The catalyst is C(O)(C)C.C1COCC1.O. The yield is 0.280. The reactants are C([O:4][CH2:5][C:6]1[C:7]([N:27]2[CH2:39][CH2:38][N:30]3[C:31]4[CH2:32][CH2:33][CH2:34][CH2:35][C:36]=4[CH:37]=[C:29]3[C:28]2=[O:40])=[N:8][CH:9]=[CH:10][C:11]=1[C:12]1[CH:17]=[C:16]([NH:18][C:19]2[N:20]=[N:21][CH:22]=[CH:23][N:24]=2)[C:15](=[O:25])[N:14]([CH3:26])[CH:13]=1)(=O)C.[OH-].[Li+]. The product is [N:21]1[CH:22]=[CH:23][N:24]=[C:19]([NH:18][C:16]2[C:15](=[O:25])[N:14]([CH3:26])[CH:13]=[C:12]([C:11]3[CH:10]=[CH:9][N:8]=[C:7]([N:27]4[CH2:39][CH2:38][N:30]5[C:31]6[CH2:32][CH2:33][CH2:34][CH2:35][C:36]=6[CH:37]=[C:29]5[C:28]4=[O:40])[C:6]=3[CH2:5][OH:4])[CH:17]=2)[N:20]=1. (4) The reactants are [C:1]([N:4]1[C:13]2[C:8](=[CH:9][CH:10]=[CH:11][CH:12]=2)[CH:7]([NH:14][C:15]2[CH:20]=[CH:19][C:18]([CH2:21][O:22][Si](C(C)(C)C)(C3C=CC=CC=3)C3C=CC=CC=3)=[CH:17][CH:16]=2)[CH2:6][CH:5]1[CH3:40])(=[O:3])[CH3:2].[F-].C([N+](CCCC)(CCCC)CCCC)CCC. The catalyst is O1CCCC1. The product is [C:1]([N:4]1[C:13]2[C:8](=[CH:9][CH:10]=[CH:11][CH:12]=2)[CH:7]([NH:14][C:15]2[CH:16]=[CH:17][C:18]([CH2:21][OH:22])=[CH:19][CH:20]=2)[CH2:6][CH:5]1[CH3:40])(=[O:3])[CH3:2]. The yield is 0.790. (5) The yield is 0.110. The reactants are [CH2:1]([O:8][CH2:9][C:10]([NH:12][C:13]1[CH:18]=[CH:17][C:16]([F:19])=[CH:15][CH:14]=1)=O)[C:2]1[CH:7]=[CH:6][CH:5]=[CH:4][CH:3]=1.[CH2:20]([N:22]([CH2:33][CH3:34])[C:23]([CH:25]1[CH2:30][CH2:29][CH2:28][CH:27](Br)[C:26]1=O)=[O:24])[CH3:21]. The product is [CH2:33]([N:22]([CH2:20][CH3:21])[C:23]([CH:25]1[C:26]2[C:18]3[C:13](=[CH:14][CH:15]=[C:16]([F:19])[CH:17]=3)[N:12]([CH2:10][CH2:9][O:8][CH2:1][C:2]3[CH:7]=[CH:6][CH:5]=[CH:4][CH:3]=3)[C:27]=2[CH2:28][CH2:29][CH2:30]1)=[O:24])[CH3:34]. The catalyst is CC(O)C.[Cl-].[Zn+2].[Cl-]. (6) The product is [Br:20][C:17]1[CH:18]=[CH:19][C:14]([S:13][CH2:12][C:11]([NH:10][C:9]2[C:5]([C:3]([OH:4])=[O:2])=[N:6][N:7]([CH2:22][CH2:23][C:24]3[CH:29]=[CH:28][CH:27]=[CH:26][CH:25]=3)[CH:8]=2)=[O:21])=[CH:15][CH:16]=1. The catalyst is CO. The yield is 0.915. The reactants are C[O:2][C:3]([C:5]1[C:9]([NH:10][C:11](=[O:21])[CH2:12][S:13][C:14]2[CH:19]=[CH:18][C:17]([Br:20])=[CH:16][CH:15]=2)=[CH:8][N:7]([CH2:22][CH2:23][C:24]2[CH:29]=[CH:28][CH:27]=[CH:26][CH:25]=2)[N:6]=1)=[O:4].[OH-].[Na+].Cl. (7) The reactants are [CH2:1]([O:3][C:4]([C:6]1[CH:7]=[N:8][N:9]2[C:14]([OH:15])=[C:13]([C:16]([OH:18])=O)[CH:12]=[N:11][C:10]=12)=[O:5])[CH3:2].[CH3:19][C:20]1[C:28]2([CH2:33][CH2:32][NH:31][CH2:30][CH2:29]2)[C:27]2[C:22](=[CH:23][CH:24]=[CH:25][CH:26]=2)[CH:21]=1. No catalyst specified. The product is [CH2:1]([O:3][C:4]([C:6]1[CH:7]=[N:8][N:9]2[C:14]([OH:15])=[C:13]([C:16]([N:31]3[CH2:32][CH2:33][C:28]4([C:27]5[C:22](=[CH:23][CH:24]=[CH:25][CH:26]=5)[CH:21]=[C:20]4[CH3:19])[CH2:29][CH2:30]3)=[O:18])[CH:12]=[N:11][C:10]=12)=[O:5])[CH3:2]. The yield is 0.700. (8) The reactants are I[C:2]1[C:15]2[CH2:14][C:13]3[C:8](=[CH:9][CH:10]=[CH:11][CH:12]=3)[NH:7][C:6]=2[C:5]([C:16]([O:18][CH3:19])=[O:17])=[CH:4][CH:3]=1.[I:20]C1C=CC=C2C=1NC1C(C(OC)=O)=CC=CC=1C2=O.[K+].[Br-].IC1C=C(C(OC)=O)C(N)=CC=1.IC1C2C(=O)C3C(=CC=CC=3)NC=2C(C(OC)=O)=CC=1.IC1C=C2C(NC3C(C(O)=O)=CC=CC=3C2=O)=CC=1.IC1C=CC2C(=O)C3C(NC=2C=1C(OC)=O)=CC=CC=3.NC1C=CC=C2C=1C=C(C(OC)=O)N=C2.IC1C=CC=C2C=1C=C(C(OC)=O)N=C2.Cl.Cl.C(N(CC)CCNC(C1C=NC2C(=CC=C(I)C=2)N=1)=O)C. The catalyst is ClCCl. The product is [I:20][C:9]1[CH:10]=[CH:11][CH:12]=[C:13]2[C:8]=1[NH:7][C:6]1[C:5]([C:16]([O:18][CH3:19])=[O:17])=[CH:4][CH:3]=[CH:2][C:15]=1[CH2:14]2. The yield is 0.980. (9) The reactants are C([O:3][C:4](=O)[CH2:5][N:6]([CH2:16][C:17]1[C:18]([NH2:24])=[N:19][CH:20]=[C:21]([Br:23])[CH:22]=1)[CH2:7][C:8]1[CH:13]=[CH:12][C:11]([O:14][CH3:15])=[CH:10][CH:9]=1)C.[H-].[Na+]. The catalyst is CS(C)=O.O. The product is [Br:23][C:21]1[CH:20]=[N:19][C:18]2[NH:24][C:4](=[O:3])[CH2:5][N:6]([CH2:7][C:8]3[CH:13]=[CH:12][C:11]([O:14][CH3:15])=[CH:10][CH:9]=3)[CH2:16][C:17]=2[CH:22]=1. The yield is 0.620. (10) The yield is 0.550. The product is [F:11][C:9]([F:10])([F:12])[C:7]1[CH:6]=[C:5]([C:13]([CH3:43])([CH3:42])[C:14]([N:16]([C:18]2[CH:19]=[N:20][C:21]([N:32]3[CH2:36][CH2:35][CH:34]([N:37]([CH2:49][CH3:50])[S:38]([CH3:41])(=[O:40])=[O:39])[CH2:33]3)=[CH:22][C:23]=2[C:24]2[CH:29]=[CH:28][C:27]([F:30])=[CH:26][C:25]=2[CH3:31])[CH3:17])=[O:15])[CH:4]=[C:3]([C:2]([F:1])([F:44])[F:45])[CH:8]=1. The catalyst is CN(C)C=O. The reactants are [F:1][C:2]([F:45])([F:44])[C:3]1[CH:4]=[C:5]([C:13]([CH3:43])([CH3:42])[C:14]([N:16]([C:18]2[CH:19]=[N:20][C:21]([N:32]3[CH2:36][CH2:35][C@H:34]([NH:37][S:38]([CH3:41])(=[O:40])=[O:39])[CH2:33]3)=[CH:22][C:23]=2[C:24]2[CH:29]=[CH:28][C:27]([F:30])=[CH:26][C:25]=2[CH3:31])[CH3:17])=[O:15])[CH:6]=[C:7]([C:9]([F:12])([F:11])[F:10])[CH:8]=1.[H-].[Na+].I[CH2:49][CH3:50].COC(C)(C)C.